This data is from Forward reaction prediction with 1.9M reactions from USPTO patents (1976-2016). The task is: Predict the product of the given reaction. (1) Given the reactants Cl.[NH2:2][C@@H:3]1[CH2:8][CH2:7][C@H:6]([NH:9][C:10]([C:12]2[C:16]3=[N:17][CH:18]=[CH:19][C:20]([C:21]4[CH:26]=[C:25]([F:27])[CH:24]=[CH:23][C:22]=4[O:28][CH2:29][CH:30]4[CH2:32][CH2:31]4)=[C:15]3[NH:14][C:13]=2[CH3:33])=[O:11])[CH2:5][CH2:4]1.C([O:37][CH2:38][C:39](Cl)=[O:40])(=O)C, predict the reaction product. The product is: [CH:30]1([CH2:29][O:28][C:22]2[CH:23]=[CH:24][C:25]([F:27])=[CH:26][C:21]=2[C:20]2[CH:19]=[CH:18][N:17]=[C:16]3[C:12]([C:10]([NH:9][C@H:6]4[CH2:7][CH2:8][C@@H:3]([NH:2][C:38](=[O:37])[CH2:39][OH:40])[CH2:4][CH2:5]4)=[O:11])=[C:13]([CH3:33])[NH:14][C:15]=23)[CH2:31][CH2:32]1. (2) Given the reactants [CH:1]([C:4]1[CH:39]=[CH:38][C:7]([CH2:8][O:9][C:10]([N:12]2[CH2:17][CH2:16][CH2:15][CH:14]([C:18]3[CH:23]=[CH:22][CH:21]=[C:20]([O:24][C:25]([C:28]([O:30]CC4C=CC=CC=4)=[O:29])([CH3:27])[CH3:26])[CH:19]=3)[CH2:13]2)=[O:11])=[CH:6][CH:5]=1)([CH3:3])[CH3:2].C(=O)([O-])[O-].[K+].[K+].CO, predict the reaction product. The product is: [CH:1]([C:4]1[CH:5]=[CH:6][C:7]([CH2:8][O:9][C:10]([N:12]2[CH2:17][CH2:16][CH2:15][CH:14]([C:18]3[CH:23]=[CH:22][CH:21]=[C:20]([O:24][C:25]([C:28]([OH:30])=[O:29])([CH3:27])[CH3:26])[CH:19]=3)[CH2:13]2)=[O:11])=[CH:38][CH:39]=1)([CH3:3])[CH3:2]. (3) Given the reactants C[O:2][C:3](=[O:20])[CH2:4][CH2:5][CH2:6][CH2:7][CH2:8][O:9][C:10]1[CH:15]=[CH:14][C:13]([NH:16]C(=O)C)=[CH:12][CH:11]=1.[ClH:21], predict the reaction product. The product is: [ClH:21].[NH2:16][C:13]1[CH:12]=[CH:11][C:10]([O:9][CH2:8][CH2:7][CH2:6][CH2:5][CH2:4][C:3]([OH:20])=[O:2])=[CH:15][CH:14]=1. (4) Given the reactants [CH3:1][O:2][C:3]1[CH:8]=[CH:7][C:6]([C:9]2[S:10][CH:11]=[CH:12][N:13]=2)=[CH:5][CH:4]=1.[Li]CCCC.C1C(=O)N([Cl:26])C(=O)C1.[NH4+].[Cl-], predict the reaction product. The product is: [Cl:26][C:11]1[S:10][C:9]([C:6]2[CH:5]=[CH:4][C:3]([O:2][CH3:1])=[CH:8][CH:7]=2)=[N:13][CH:12]=1. (5) The product is: [CH2:23]([N:15]([CH2:16][C:17]1[CH:22]=[CH:21][CH:20]=[CH:19][CH:18]=1)[CH:5]([CH:6]([OH:14])[CH2:7][C:8]1[CH:9]=[CH:10][CH:11]=[CH:12][CH:13]=1)[C:4]([OH:30])=[O:3])[C:24]1[CH:25]=[CH:26][CH:27]=[CH:28][CH:29]=1. Given the reactants C([O:3][C:4](=[O:30])[CH:5]([N:15]([CH2:23][C:24]1[CH:29]=[CH:28][CH:27]=[CH:26][CH:25]=1)[CH2:16][C:17]1[CH:22]=[CH:21][CH:20]=[CH:19][CH:18]=1)[CH:6]([OH:14])[CH2:7][C:8]1[CH:13]=[CH:12][CH:11]=[CH:10][CH:9]=1)C.O.[OH-].[Li+], predict the reaction product. (6) Given the reactants Br[C:2]1[C:10]2[C:9]([C:11]3[CH:12]=[C:13]([NH:17][C:18](=[O:22])[C:19]([CH3:21])=[CH2:20])[CH:14]=[CH:15][CH:16]=3)=[N:8][CH:7]=[N:6][C:5]=2[N:4]([CH2:23][O:24][CH2:25][CH2:26][Si:27]([CH3:30])([CH3:29])[CH3:28])[CH:3]=1.C([Sn](CCCC)(CCCC)[C:36]1[O:37][CH:38]=[CH:39][N:40]=1)CCC.CC(C1C=C(C(C)C)C(C2C=CC=CC=2P(C2CCCCC2)C2CCCCC2)=C(C(C)C)C=1)C, predict the reaction product. The product is: [O:37]1[CH:38]=[CH:39][N:40]=[C:36]1[C:2]1[C:10]2[C:9]([C:11]3[CH:12]=[C:13]([NH:17][C:18](=[O:22])[C:19]([CH3:21])=[CH2:20])[CH:14]=[CH:15][CH:16]=3)=[N:8][CH:7]=[N:6][C:5]=2[N:4]([CH2:23][O:24][CH2:25][CH2:26][Si:27]([CH3:28])([CH3:29])[CH3:30])[CH:3]=1. (7) Given the reactants [F:1][C:2]1[CH:34]=[CH:33][CH:32]=[CH:31][C:3]=1[CH2:4][O:5][C:6]1[C:7]2[N:8]([C:15]([C:19](=[O:30])[NH:20][C@H:21]([C:24]3[CH:29]=[CH:28][CH:27]=[CH:26][CH:25]=3)[CH2:22][OH:23])=[C:16]([CH3:18])[N:17]=2)[CH:9]=[C:10]([C:12](O)=[O:13])[CH:11]=1.CN1CCOCC1.ClC(OCC(C)C)=O, predict the reaction product. The product is: [F:1][C:2]1[CH:34]=[CH:33][CH:32]=[CH:31][C:3]=1[CH2:4][O:5][C:6]1[C:7]2[N:8]([C:15]([C:19]([NH:20][C@H:21]([C:24]3[CH:25]=[CH:26][CH:27]=[CH:28][CH:29]=3)[CH2:22][OH:23])=[O:30])=[C:16]([CH3:18])[N:17]=2)[CH:9]=[C:10]([CH2:12][OH:13])[CH:11]=1.